From a dataset of NCI-60 drug combinations with 297,098 pairs across 59 cell lines. Regression. Given two drug SMILES strings and cell line genomic features, predict the synergy score measuring deviation from expected non-interaction effect. (1) Drug 1: C1CN(CCN1C(=O)CCBr)C(=O)CCBr. Drug 2: N.N.Cl[Pt+2]Cl. Cell line: HOP-92. Synergy scores: CSS=53.1, Synergy_ZIP=-2.59, Synergy_Bliss=-0.0880, Synergy_Loewe=-8.67, Synergy_HSA=2.32. (2) Drug 1: CC1=C(C=C(C=C1)C(=O)NC2=CC(=CC(=C2)C(F)(F)F)N3C=C(N=C3)C)NC4=NC=CC(=N4)C5=CN=CC=C5. Drug 2: CC1C(C(CC(O1)OC2CC(CC3=C2C(=C4C(=C3O)C(=O)C5=CC=CC=C5C4=O)O)(C(=O)C)O)N)O. Cell line: RXF 393. Synergy scores: CSS=42.8, Synergy_ZIP=2.38, Synergy_Bliss=-2.52, Synergy_Loewe=-35.2, Synergy_HSA=-3.83. (3) Synergy scores: CSS=-6.05, Synergy_ZIP=1.61, Synergy_Bliss=-2.10, Synergy_Loewe=-10.3, Synergy_HSA=-7.13. Cell line: MDA-MB-435. Drug 1: CC1=CC2C(CCC3(C2CCC3(C(=O)C)OC(=O)C)C)C4(C1=CC(=O)CC4)C. Drug 2: C1=C(C(=O)NC(=O)N1)N(CCCl)CCCl. (4) Drug 1: CC1OCC2C(O1)C(C(C(O2)OC3C4COC(=O)C4C(C5=CC6=C(C=C35)OCO6)C7=CC(=C(C(=C7)OC)O)OC)O)O. Drug 2: CCC(=C(C1=CC=CC=C1)C2=CC=C(C=C2)OCCN(C)C)C3=CC=CC=C3.C(C(=O)O)C(CC(=O)O)(C(=O)O)O. Cell line: M14. Synergy scores: CSS=11.2, Synergy_ZIP=-2.97, Synergy_Bliss=-0.965, Synergy_Loewe=-10.3, Synergy_HSA=-2.42. (5) Drug 1: C1=CN(C(=O)N=C1N)C2C(C(C(O2)CO)O)O.Cl. Drug 2: CC1=C(C=C(C=C1)C(=O)NC2=CC(=CC(=C2)C(F)(F)F)N3C=C(N=C3)C)NC4=NC=CC(=N4)C5=CN=CC=C5. Cell line: A498. Synergy scores: CSS=7.51, Synergy_ZIP=-3.93, Synergy_Bliss=0.640, Synergy_Loewe=-9.13, Synergy_HSA=-1.76. (6) Drug 1: C1CCC(C1)C(CC#N)N2C=C(C=N2)C3=C4C=CNC4=NC=N3. Drug 2: CNC(=O)C1=CC=CC=C1SC2=CC3=C(C=C2)C(=NN3)C=CC4=CC=CC=N4. Cell line: SNB-75. Synergy scores: CSS=0.329, Synergy_ZIP=1.10, Synergy_Bliss=1.73, Synergy_Loewe=-3.09, Synergy_HSA=-1.88. (7) Drug 1: C1=CN(C(=O)N=C1N)C2C(C(C(O2)CO)O)O.Cl. Drug 2: CCC1(C2=C(COC1=O)C(=O)N3CC4=CC5=C(C=CC(=C5CN(C)C)O)N=C4C3=C2)O.Cl. Cell line: SNB-19. Synergy scores: CSS=43.5, Synergy_ZIP=-3.30, Synergy_Bliss=-3.51, Synergy_Loewe=-2.98, Synergy_HSA=1.18.